From a dataset of Full USPTO retrosynthesis dataset with 1.9M reactions from patents (1976-2016). Predict the reactants needed to synthesize the given product. Given the product [ClH:1].[ClH:21].[Cl:1][C:2]1[C:7]([C@H:8]2[CH2:12][CH2:11][CH2:10][NH:9]2)=[CH:6][C:5]([F:20])=[CH:4][N:3]=1, predict the reactants needed to synthesize it. The reactants are: [Cl:1][C:2]1[C:7]([C@H:8]2[CH2:12][CH2:11][CH2:10][N:9]2C(OC(C)(C)C)=O)=[CH:6][C:5]([F:20])=[CH:4][N:3]=1.[ClH:21].